This data is from Full USPTO retrosynthesis dataset with 1.9M reactions from patents (1976-2016). The task is: Predict the reactants needed to synthesize the given product. (1) Given the product [ClH:28].[CH2:1]([N:5]1[CH2:6][CH2:7][CH:8]([CH2:11][NH:12][C:13]([C:15]2[C:23]3[CH:22]=[CH:21][CH:20]=[CH:19][C:18]=3[N:17]3[CH2:24][CH2:25][CH2:26][O:27][C:16]=23)=[O:14])[CH2:9][CH2:10]1)[CH2:2][CH2:3][CH3:4], predict the reactants needed to synthesize it. The reactants are: [CH2:1]([N:5]1[CH2:10][CH2:9][CH:8]([CH2:11][NH:12][C:13]([C:15]2[C:23]3[CH:22]=[CH:21][CH:20]=[CH:19][C:18]=3[N:17]3[CH2:24][CH2:25][CH2:26][O:27][C:16]=23)=[O:14])[CH2:7][CH2:6]1)[CH2:2][CH2:3][CH3:4].[ClH:28]. (2) Given the product [C:18]([NH:17][C:13]1[CH:12]=[C:11]([CH:8]2[CH2:9][CH2:10][N:5]([CH2:4][CH2:3][CH2:2][NH:1][C:37]([C:30]3[CH:29]([C:24]4[CH:25]=[CH:26][C:27]([F:28])=[C:22]([F:21])[CH:23]=4)[CH2:34][C:33](=[O:35])[NH:32][C:31]=3[CH3:36])=[O:38])[CH2:6][CH2:7]2)[CH:16]=[CH:15][CH:14]=1)(=[O:20])[CH3:19], predict the reactants needed to synthesize it. The reactants are: [NH2:1][CH2:2][CH2:3][CH2:4][N:5]1[CH2:10][CH2:9][CH:8]([C:11]2[CH:12]=[C:13]([NH:17][C:18](=[O:20])[CH3:19])[CH:14]=[CH:15][CH:16]=2)[CH2:7][CH2:6]1.[F:21][C:22]1[CH:23]=[C:24]([CH:29]2[CH2:34][C:33](=[O:35])[NH:32][C:31]([CH3:36])=[C:30]2[C:37](O)=[O:38])[CH:25]=[CH:26][C:27]=1[F:28]. (3) The reactants are: C(OC([NH:8][C@@H:9]([CH:24]([CH3:26])[CH3:25])[C:10]([S:12][CH2:13][C@H:14]([NH:20][C:21](=[O:23])[CH3:22])[C:15]([O:17][CH2:18][CH3:19])=[O:16])=[O:11])=O)(C)(C)C.[ClH:27]. Given the product [ClH:27].[NH2:8][C@@H:9]([CH:24]([CH3:25])[CH3:26])[C:10]([S:12][CH2:13][C@H:14]([NH:20][C:21](=[O:23])[CH3:22])[C:15]([O:17][CH2:18][CH3:19])=[O:16])=[O:11], predict the reactants needed to synthesize it. (4) Given the product [Cl:1][C:2]1[CH:12]=[CH:11][CH:10]=[C:9]([F:13])[C:3]=1[C:4]([NH:6][C:7](=[O:8])[N:17]([C:16]1[CH:19]=[CH:20][C:21]([S:23][C:24]([F:33])([F:32])[C:25]([F:30])([F:31])[C:26]([F:27])([F:28])[F:29])=[CH:22][C:15]=1[F:14])[CH3:18])=[O:5], predict the reactants needed to synthesize it. The reactants are: [Cl:1][C:2]1[CH:12]=[CH:11][CH:10]=[C:9]([F:13])[C:3]=1[C:4]([N:6]=[C:7]=[O:8])=[O:5].[F:14][C:15]1[CH:22]=[C:21]([S:23][C:24]([F:33])([F:32])[C:25]([F:31])([F:30])[C:26]([F:29])([F:28])[F:27])[CH:20]=[CH:19][C:16]=1[NH:17][CH3:18]. (5) Given the product [NH2:1][C:2]1[N:3]=[C:4]([CH3:21])[C:5]2[CH:11]=[C:10]([C:33]3[CH:32]=[N:31][C:30]([O:29][CH3:28])=[CH:35][CH:34]=3)[C:9](=[O:13])[N:8]([C@H:14]3[CH2:19][CH2:18][C@H:17]([OH:20])[CH2:16][CH2:15]3)[C:6]=2[N:7]=1, predict the reactants needed to synthesize it. The reactants are: [NH2:1][C:2]1[N:3]=[C:4]([CH3:21])[C:5]2[CH:11]=[C:10](Br)[C:9](=[O:13])[N:8]([C@H:14]3[CH2:19][CH2:18][C@H:17]([OH:20])[CH2:16][CH2:15]3)[C:6]=2[N:7]=1.C(=O)([O-])[O-].[K+].[K+].[CH3:28][O:29][C:30]1[CH:35]=[CH:34][C:33](B(O)O)=[CH:32][N:31]=1.